From a dataset of Peptide-MHC class I binding affinity with 185,985 pairs from IEDB/IMGT. Regression. Given a peptide amino acid sequence and an MHC pseudo amino acid sequence, predict their binding affinity value. This is MHC class I binding data. (1) The binding affinity (normalized) is 0. The MHC is HLA-A02:01 with pseudo-sequence HLA-A02:01. The peptide sequence is DEHLRGFSM. (2) The peptide sequence is MEDCPNEGV. The MHC is HLA-A02:01 with pseudo-sequence HLA-A02:01. The binding affinity (normalized) is 0.0847. (3) The binding affinity (normalized) is 0.525. The MHC is H-2-Kb with pseudo-sequence H-2-Kb. The peptide sequence is RAISNPIEL. (4) The binding affinity (normalized) is 0.643. The MHC is HLA-B38:01 with pseudo-sequence HLA-B38:01. The peptide sequence is NHINVELSF. (5) The peptide sequence is VEMGIKNGP. The MHC is HLA-B15:09 with pseudo-sequence HLA-B15:09. The binding affinity (normalized) is 0.0847. (6) The peptide sequence is LGPAFTELI. The MHC is Mamu-A01 with pseudo-sequence Mamu-A01. The binding affinity (normalized) is 1.00. (7) The peptide sequence is CVFKFIVAK. The MHC is HLA-B08:03 with pseudo-sequence HLA-B08:03. The binding affinity (normalized) is 0.0847. (8) The binding affinity (normalized) is 0.361. The peptide sequence is IMLEGETKLY. The MHC is HLA-A68:01 with pseudo-sequence HLA-A68:01.